The task is: Regression. Given two drug SMILES strings and cell line genomic features, predict the synergy score measuring deviation from expected non-interaction effect.. This data is from NCI-60 drug combinations with 297,098 pairs across 59 cell lines. Drug 1: CN(CC1=CN=C2C(=N1)C(=NC(=N2)N)N)C3=CC=C(C=C3)C(=O)NC(CCC(=O)O)C(=O)O. Drug 2: CC1CCCC2(C(O2)CC(NC(=O)CC(C(C(=O)C(C1O)C)(C)C)O)C(=CC3=CSC(=N3)C)C)C. Cell line: RPMI-8226. Synergy scores: CSS=55.3, Synergy_ZIP=-0.948, Synergy_Bliss=-2.46, Synergy_Loewe=-4.35, Synergy_HSA=-0.539.